Dataset: Catalyst prediction with 721,799 reactions and 888 catalyst types from USPTO. Task: Predict which catalyst facilitates the given reaction. (1) Reactant: [C:1]([C:3]1[C:12]2[C:7](=[CH:8][CH:9]=[C:10]([O:13][C:14]3[CH:19]=[CH:18][CH:17]=[CH:16][CH:15]=3)[CH:11]=2)[C:6]([OH:20])=[C:5]([C:21](OC)=[O:22])[N:4]=1)#[N:2].[NH2:25][C@H:26]([C:31]1[CH:36]=[CH:35][CH:34]=[CH:33][CH:32]=1)[CH2:27][C:28]([OH:30])=[O:29].C[O-].[Na+]. Product: [C:1]([C:3]1[C:12]2[C:7](=[CH:8][CH:9]=[C:10]([O:13][C:14]3[CH:19]=[CH:18][CH:17]=[CH:16][CH:15]=3)[CH:11]=2)[C:6]([OH:20])=[C:5]([C:21]([NH:25][C@H:26]([C:31]2[CH:36]=[CH:35][CH:34]=[CH:33][CH:32]=2)[CH2:27][C:28]([OH:30])=[O:29])=[O:22])[N:4]=1)#[N:2]. The catalyst class is: 141. (2) Reactant: [F:1][C:2]1[CH:3]=[CH:4][C:5]2[NH:14][C:13](=O)[C:12]3[CH:11]=[C:10]([CH3:16])[S:9][C:8]=3[NH:7][C:6]=2[CH:17]=1.COC1C=CC(P2(=S)SP(=S)(C3C=CC(OC)=CC=3)[S:27]2)=CC=1. Product: [F:1][C:2]1[CH:3]=[CH:4][C:5]2[NH:14][C:13](=[S:27])[C:12]3[CH:11]=[C:10]([CH3:16])[S:9][C:8]=3[NH:7][C:6]=2[CH:17]=1. The catalyst class is: 26. (3) Reactant: [C:1]([C:5]1[CH:10]=[CH:9][CH:8]=[CH:7][C:6]=1[NH:11][C:12](=[O:14])[CH3:13])([CH3:4])([CH3:3])[CH3:2].[N+:15]([O-])([O-:17])=[O:16].[K+]. Product: [C:1]([C:5]1[CH:10]=[C:9]([N+:15]([O-:17])=[O:16])[CH:8]=[CH:7][C:6]=1[NH:11][C:12](=[O:14])[CH3:13])([CH3:4])([CH3:2])[CH3:3]. The catalyst class is: 65. (4) Reactant: [OH:1][CH:2]1[CH2:7][CH:6]([CH3:8])[N:5]([C:9]([O:11][C:12]([CH3:15])([CH3:14])[CH3:13])=[O:10])[CH2:4][CH:3]1[C:16]([O:18][CH3:19])=[O:17].CC(OI1(OC(C)=O)(OC(C)=O)OC(=O)C2C=CC=CC1=2)=O.C(OCC)(=O)C. Product: [CH3:8][CH:6]1[N:5]([C:9]([O:11][C:12]([CH3:15])([CH3:14])[CH3:13])=[O:10])[CH2:4][CH:3]([C:16]([O:18][CH3:19])=[O:17])[C:2](=[O:1])[CH2:7]1. The catalyst class is: 2. (5) Reactant: [CH:1]1([NH:4][C:5](=[O:34])[C:6]2[CH:11]=[CH:10][C:9]([C:12]3[N:16]4[N:17]=[C:18]([S:26][C:27]5[CH:32]=[CH:31][CH:30]=[CH:29][CH:28]=5)[CH:19]=[C:20]([NH:21][CH2:22][CH:23]([CH3:25])[CH3:24])[C:15]4=[N:14][CH:13]=3)=[CH:8][C:7]=2[CH3:33])[CH2:3][CH2:2]1.[OH:35]OS([O-])=O.[K+].[OH2:41]. Product: [CH:1]1([NH:4][C:5](=[O:34])[C:6]2[CH:11]=[CH:10][C:9]([C:12]3[N:16]4[N:17]=[C:18]([S:26]([C:27]5[CH:28]=[CH:29][CH:30]=[CH:31][CH:32]=5)(=[O:35])=[O:41])[CH:19]=[C:20]([NH:21][CH2:22][CH:23]([CH3:25])[CH3:24])[C:15]4=[N:14][CH:13]=3)=[CH:8][C:7]=2[CH3:33])[CH2:3][CH2:2]1. The catalyst class is: 3.